The task is: Regression. Given a peptide amino acid sequence and an MHC pseudo amino acid sequence, predict their binding affinity value. This is MHC class I binding data.. This data is from Peptide-MHC class I binding affinity with 185,985 pairs from IEDB/IMGT. (1) The binding affinity (normalized) is 0.0735. The peptide sequence is NTVHYPKI. The MHC is H-2-Kb with pseudo-sequence H-2-Kb. (2) The peptide sequence is SESSDSGSGFWKALTF. The MHC is Mamu-B3901 with pseudo-sequence Mamu-B3901. The binding affinity (normalized) is 1.00. (3) The peptide sequence is IIMAINVFT. The MHC is HLA-A02:01 with pseudo-sequence HLA-A02:01. The binding affinity (normalized) is 0.696. (4) The peptide sequence is RRRWRRLTV. The MHC is HLA-A31:01 with pseudo-sequence HLA-A31:01. The binding affinity (normalized) is 0.0129.